Dataset: Full USPTO retrosynthesis dataset with 1.9M reactions from patents (1976-2016). Task: Predict the reactants needed to synthesize the given product. (1) The reactants are: ClC(Cl)(Cl)[C:3]([NH:5][CH2:6][CH:7]1[CH2:12][CH2:11][N:10]([S:13]([CH3:16])(=[O:15])=[O:14])[CH2:9][CH2:8]1)=[O:4].[CH2:19]([NH:21][CH:22]1[CH2:27][CH2:26][N:25]([C:28]([O:30][C:31]([CH3:34])([CH3:33])[CH3:32])=[O:29])[CH2:24][CH2:23]1)[CH3:20].C1CCN2C(=NCCC2)CC1. Given the product [CH2:19]([N:21]([C:3]([NH:5][CH2:6][CH:7]1[CH2:12][CH2:11][N:10]([S:13]([CH3:16])(=[O:15])=[O:14])[CH2:9][CH2:8]1)=[O:4])[CH:22]1[CH2:27][CH2:26][N:25]([C:28]([O:30][C:31]([CH3:32])([CH3:34])[CH3:33])=[O:29])[CH2:24][CH2:23]1)[CH3:20], predict the reactants needed to synthesize it. (2) Given the product [CH3:22][O:21][C:19](=[O:20])[CH:18]([C:5]1[CH:13]=[C:12]([N+:14]([O-:16])=[O:15])[CH:11]=[CH:10][C:6]=1[C:7]([OH:9])=[O:8])[C:17]([O:24][CH3:25])=[O:23], predict the reactants needed to synthesize it. The reactants are: C[O-].[Na+].Cl[C:5]1[CH:13]=[C:12]([N+:14]([O-:16])=[O:15])[CH:11]=[CH:10][C:6]=1[C:7]([OH:9])=[O:8].[C:17]([O:24][CH3:25])(=[O:23])[CH2:18][C:19]([O:21][CH3:22])=[O:20]. (3) Given the product [C:28]([C:32]1[N:36]=[C:35]([N:12]2[CH2:11][CH2:10][CH:9]([CH2:8][CH2:7][CH2:6][O:5][C:4]3[CH:15]=[CH:16][C:17]([S:18]([CH3:21])(=[O:19])=[O:20])=[C:2]([F:1])[CH:3]=3)[CH2:14][CH2:13]2)[O:34][N:33]=1)([CH3:31])([CH3:30])[CH3:29], predict the reactants needed to synthesize it. The reactants are: [F:1][C:2]1[CH:3]=[C:4]([CH:15]=[CH:16][C:17]=1[S:18]([CH3:21])(=[O:20])=[O:19])[O:5][CH2:6][CH2:7][CH2:8][CH:9]1[CH2:14][CH2:13][NH:12][CH2:11][CH2:10]1.C([O-])([O-])=O.[K+].[K+].[C:28]([C:32]1[N:36]=[C:35](Cl)[O:34][N:33]=1)([CH3:31])([CH3:30])[CH3:29].Cl. (4) Given the product [CH3:7][O:6][CH:3]([O:4][CH3:5])[C:10]1[CH:15]=[CH:14][C:13](/[CH:16]=[CH:17]/[C:18]([OH:20])=[O:19])=[CH:12][CH:11]=1, predict the reactants needed to synthesize it. The reactants are: CO[CH:3]([O:6][CH3:7])[O:4][CH3:5].C([C:10]1[CH:15]=[CH:14][C:13](/[CH:16]=[CH:17]/[C:18]([OH:20])=[O:19])=[CH:12][CH:11]=1)=O. (5) Given the product [F:22][C:23]1[CH:28]=[CH:27][C:26]([CH2:29][CH2:30][C@H:31]2[C:40]3[C:35](=[CH:36][C:37]([O:43][CH3:44])=[C:38]([O:41][CH3:42])[CH:39]=3)[CH2:34][CH2:33][N:32]2[C@H:4]([C:5]2[CH:6]=[CH:7][CH:8]=[CH:9][CH:10]=2)[C:1]([NH2:2])=[O:3])=[CH:25][C:24]=1[C:45]([F:48])([F:46])[F:47], predict the reactants needed to synthesize it. The reactants are: [C:1]([CH:4](OS(C1C=CC(C)=CC=1)(=O)=O)[C:5]1[CH:10]=[CH:9][CH:8]=[CH:7][CH:6]=1)(=[O:3])[NH2:2].[F:22][C:23]1[CH:28]=[CH:27][C:26]([CH2:29][CH2:30][C@H:31]2[C:40]3[C:35](=[CH:36][C:37]([O:43][CH3:44])=[C:38]([O:41][CH3:42])[CH:39]=3)[CH2:34][CH2:33][NH:32]2)=[CH:25][C:24]=1[C:45]([F:48])([F:47])[F:46]. (6) Given the product [CH3:2][O:3][C:4](=[O:16])[C@@H:5]([NH:15][C:17]([O:19][C:20]([CH3:23])([CH3:22])[CH3:21])=[O:18])[CH2:6][C:7]1[CH:12]=[CH:11][C:10]([OH:13])=[C:9]([Cl:14])[CH:8]=1, predict the reactants needed to synthesize it. The reactants are: Cl.[CH3:2][O:3][C:4](=[O:16])[C@@H:5]([NH2:15])[CH2:6][C:7]1[CH:12]=[CH:11][C:10]([OH:13])=[C:9]([Cl:14])[CH:8]=1.[C:17](O[C:17]([O:19][C:20]([CH3:23])([CH3:22])[CH3:21])=[O:18])([O:19][C:20]([CH3:23])([CH3:22])[CH3:21])=[O:18].C(N(CC)C(C)C)(C)C. (7) Given the product [CH3:17][O:15][C:2]1([CH3:1])[C:3]([CH3:14])=[CH:4][CH2:5][CH2:6][C:7]1([CH3:13])[CH2:8][CH:9]=[C:10]([CH3:12])[CH3:11], predict the reactants needed to synthesize it. The reactants are: [CH3:1][C:2]1([OH:15])[C:7]([CH3:13])([CH2:8][CH:9]=[C:10]([CH3:12])[CH3:11])[CH2:6][CH2:5][CH:4]=[C:3]1[CH3:14].[Li][CH2:17]CCC.CI. (8) The reactants are: O[CH2:2][CH:3]1[CH2:8][CH2:7][CH:6]([OH:9])[CH2:5][CH2:4]1.S(Cl)(C)(=O)=O.C([N:17](CC)CC)C.[N-]=[N+]=[N-].[Na+]. Given the product [NH2:17][CH2:2][CH:3]1[CH2:8][CH2:7][CH:6]([OH:9])[CH2:5][CH2:4]1, predict the reactants needed to synthesize it. (9) The reactants are: [OH:1][C:2]([CH3:35])([CH3:34])[CH2:3][C@@:4]1([C:28]2[CH:33]=[CH:32][CH:31]=[CH:30][CH:29]=2)[O:9][C:8](=[O:10])[N:7]([C@H:11]([C:13]2[CH:18]=[CH:17][C:16](B3OC(C)(C)C(C)(C)O3)=[CH:15][CH:14]=2)[CH3:12])[CH2:6][CH2:5]1.Br[C:37]1[CH:38]=[C:39]([CH3:46])[C:40](=[O:45])[N:41]([CH2:43][CH3:44])[CH:42]=1. Given the product [CH2:43]([N:41]1[C:40](=[O:45])[C:39]([CH3:46])=[CH:38][C:37]([C:16]2[CH:15]=[CH:14][C:13]([C@@H:11]([N:7]3[CH2:6][CH2:5][C@:4]([CH2:3][C:2]([OH:1])([CH3:34])[CH3:35])([C:28]4[CH:33]=[CH:32][CH:31]=[CH:30][CH:29]=4)[O:9][C:8]3=[O:10])[CH3:12])=[CH:18][CH:17]=2)=[CH:42]1)[CH3:44], predict the reactants needed to synthesize it. (10) Given the product [O:2]1[C:1]([C:3]2[CH:12]=[CH:11][CH:10]=[CH:9][C:4]=2[C:5]([O:7][CH3:8])=[O:6])=[CH:25][N:24]=[CH:23]1, predict the reactants needed to synthesize it. The reactants are: [CH:1]([C:3]1[CH:12]=[CH:11][CH:10]=[CH:9][C:4]=1[C:5]([O:7][CH3:8])=[O:6])=[O:2].S([CH2:23][N+:24]#[C-:25])(C1C=CC(C)=CC=1)(=O)=O.C(=O)([O-])[O-].[K+].[K+].